This data is from Forward reaction prediction with 1.9M reactions from USPTO patents (1976-2016). The task is: Predict the product of the given reaction. (1) Given the reactants Cl[S:2]([N:5]=[C:6]=[O:7])(=[O:4])=[O:3].Cl[CH:9]([OH:11])[CH3:10].[CH3:12][C:13]1[N:18]=[C:17]([NH2:19])[CH:16]=[CH:15][CH:14]=1.CCN(CC)CC, predict the reaction product. The product is: [CH3:12][C:13]1[N:18]=[C:17]([NH:19][S:2]([N:5]2[CH2:10][CH2:9][O:11][C:6]2=[O:7])(=[O:4])=[O:3])[CH:16]=[CH:15][CH:14]=1. (2) Given the reactants [F:1][C:2]([F:38])([F:37])[CH:3]([C:30]1[CH:35]=[CH:34][N+:33]([O-])=[CH:32][CH:31]=1)[O:4][C:5]1[C:14]([N:15](COCC[Si](C)(C)C)[S:16]([CH2:19][CH2:20][CH3:21])(=[O:18])=[O:17])=[N:13][C:12]2[C:7](=[CH:8][CH:9]=[CH:10][CH:11]=2)[N:6]=1.C([NH2:43])(C)(C)C.C1(C)C=CC(S(OS(C2C=CC(C)=CC=2)(=O)=O)(=O)=O)=CC=1.C(=O)(O)[O-].[Na+], predict the reaction product. The product is: [NH2:43][C:32]1[CH:31]=[C:30]([CH:3]([O:4][C:5]2[C:14]([NH:15][S:16]([CH2:19][CH2:20][CH3:21])(=[O:18])=[O:17])=[N:13][C:12]3[C:7]([N:6]=2)=[CH:8][CH:9]=[CH:10][CH:11]=3)[C:2]([F:38])([F:37])[F:1])[CH:35]=[CH:34][N:33]=1. (3) Given the reactants [NH2:1][C:2](=[O:26])[CH2:3][CH2:4][C:5]1[CH:6]=[C:7]([CH:23]=[CH:24][CH:25]=1)[C:8]([NH:10][C:11]1[CH:16]=[CH:15][CH:14]=[CH:13][C:12]=1/[CH:17]=[CH:18]/[C:19](OC)=[O:20])=[O:9].[NH2:27][OH:28].[OH-].[Na+], predict the reaction product. The product is: [NH2:1][C:2](=[O:26])[CH2:3][CH2:4][C:5]1[CH:6]=[C:7]([CH:23]=[CH:24][CH:25]=1)[C:8]([NH:10][C:11]1[CH:16]=[CH:15][CH:14]=[CH:13][C:12]=1/[CH:17]=[CH:18]/[C:19]([NH:27][OH:28])=[O:20])=[O:9]. (4) Given the reactants [Cl:1][C:2]1[CH:11]=[CH:10][C:9]([OH:12])=[C:8]2[C:3]=1[CH:4]=[CH:5][CH:6]=[N:7]2.[OH-].[Na+].[CH2:15](Br)[CH:16]=[CH2:17], predict the reaction product. The product is: [CH2:17]([O:12][C:9]1[CH:10]=[CH:11][C:2]([Cl:1])=[C:3]2[C:8]=1[N:7]=[CH:6][CH:5]=[CH:4]2)[CH:16]=[CH2:15]. (5) The product is: [F:8][C:9]1[CH:37]=[CH:36][C:12]([NH:13][C:14]2[CH:26]=[C:25]([C:39]3[CH:47]=[CH:46][CH:45]=[C:44]4[C:40]=3[CH:41]=[CH:42][NH:43]4)[CH:24]=[CH:23][C:15]=2[C:16]([O:18][C:19]([CH3:21])([CH3:20])[CH3:22])=[O:17])=[CH:11][CH:10]=1. Given the reactants C1(C)C=CC=CC=1.[F:8][C:9]1[CH:37]=[CH:36][C:12]([NH:13][C:14]2[CH:26]=[C:25](B3OC(C)(C)C(C)(C)O3)[CH:24]=[CH:23][C:15]=2[C:16]([O:18][C:19]([CH3:22])([CH3:21])[CH3:20])=[O:17])=[CH:11][CH:10]=1.Br[C:39]1[CH:47]=[CH:46][CH:45]=[C:44]2[C:40]=1[CH:41]=[CH:42][NH:43]2.C(=O)([O-])O.[Na+], predict the reaction product. (6) Given the reactants [CH3:1][S:2][C:3]1[N:12]=[CH:11][C:10]2[CH:9]=[CH:8][C:7]3[C:13]([C:16]([NH2:18])=[O:17])=[N:14][NH:15][C:6]=3[C:5]=2[N:4]=1.CS(O[CH:24]1[CH2:30][CH:29]2[N:31]([C:32]([O:34][CH2:35][C:36]([Cl:39])([Cl:38])[Cl:37])=[O:33])[CH:26]([CH2:27][CH2:28]2)[CH2:25]1)(=O)=O.C(=O)([O-])[O-].[Cs+].[Cs+].C(OCC)(=O)C, predict the reaction product. The product is: [C:16]([C:13]1[C:7]2[CH:8]=[CH:9][C:10]3[CH:11]=[N:12][C:3]([S:2][CH3:1])=[N:4][C:5]=3[C:6]=2[N:15]([CH:24]2[CH2:30][CH:29]3[N:31]([C:32]([O:34][CH2:35][C:36]([Cl:38])([Cl:39])[Cl:37])=[O:33])[CH:26]([CH2:27][CH2:28]3)[CH2:25]2)[N:14]=1)(=[O:17])[NH2:18]. (7) Given the reactants O[C@H:2]([CH2:8][C:9]1[CH:18]=[CH:17][C:16]2[C:11](=[CH:12][CH:13]=[CH:14][CH:15]=2)[CH:10]=1)[CH2:3][C:4]([O:6][CH3:7])=[O:5].CS([Cl:23])(=O)=O.C([N:26](CC)CC)C, predict the reaction product. The product is: [ClH:23].[NH2:26][C@@H:2]([CH2:8][C:9]1[CH:18]=[CH:17][C:16]2[C:11](=[CH:12][CH:13]=[CH:14][CH:15]=2)[CH:10]=1)[CH2:3][C:4]([O:6][CH3:7])=[O:5]. (8) Given the reactants ClC(Cl)(O[C:5](=[O:11])OC(Cl)(Cl)Cl)Cl.[C:13]12([CH2:23][CH2:24][NH:25][CH3:26])[CH2:22][CH:17]3[CH2:18][CH:19]([CH2:21][CH:15]([CH2:16]3)[CH2:14]1)[CH2:20]2.C(N(C(C)C)CC)(C)C.[CH3:36][NH:37][CH2:38][CH2:39][CH2:40][C:41]1[CH:46]=[CH:45][N:44]=[CH:43][CH:42]=1, predict the reaction product. The product is: [C:13]12([CH2:23][CH2:24][N:25]([CH3:26])[C:5]([N:37]([CH3:36])[CH2:38][CH2:39][CH2:40][C:41]3[CH:42]=[CH:43][N:44]=[CH:45][CH:46]=3)=[O:11])[CH2:20][CH:19]3[CH2:18][CH:17]([CH2:16][CH:15]([CH2:21]3)[CH2:14]1)[CH2:22]2. (9) Given the reactants [NH2:1][C@:2]([CH3:26])([CH2:24][CH3:25])[C:3]([NH:5][C:6]1[CH:11]=[CH:10][C:9]([O:12][C:13]2[CH:14]=[C:15]3[C:19](=[CH:20][CH:21]=2)[CH2:18][O:17][C:16]3([CH3:23])[CH3:22])=[CH:8][CH:7]=1)=[O:4].C1N=CN([C:32](N2C=NC=C2)=[O:33])C=1.C(O)(=O)CC(CC(O)=O)(C(O)=O)O, predict the reaction product. The product is: [CH3:23][C:16]1([CH3:22])[C:15]2[CH:14]=[C:13]([O:12][C:9]3[CH:8]=[CH:7][C:6]([N:5]4[C:3](=[O:4])[C@:2]([CH2:24][CH3:25])([CH3:26])[NH:1][C:32]4=[O:33])=[CH:11][CH:10]=3)[CH:21]=[CH:20][C:19]=2[CH2:18][O:17]1.